This data is from Full USPTO retrosynthesis dataset with 1.9M reactions from patents (1976-2016). The task is: Predict the reactants needed to synthesize the given product. (1) Given the product [C:25]1([CH3:33])[CH:30]=[CH:29][CH:28]=[CH:27][C:26]=1[N:31]1[C:5]([C:7]2[C:12](=[O:13])[CH:11]=[CH:10][N:9]([C:14]3[CH:19]=[CH:18][C:17]([C:20]([F:22])([F:21])[F:23])=[CH:16][CH:15]=3)[N:8]=2)=[CH:4][CH:3]=[N:32]1, predict the reactants needed to synthesize it. The reactants are: CN(C)/[CH:3]=[CH:4]/[C:5]([C:7]1[C:12](=[O:13])[CH:11]=[CH:10][N:9]([C:14]2[CH:19]=[CH:18][C:17]([C:20]([F:23])([F:22])[F:21])=[CH:16][CH:15]=2)[N:8]=1)=O.[C:25]1([CH3:33])[CH:30]=[CH:29][CH:28]=[CH:27][C:26]=1[NH:31][NH2:32]. (2) Given the product [NH2:10][C:6]1[CH:7]=[CH:8][CH:9]=[C:4]([N+:1]([O-:3])=[O:2])[C:5]=1[OH:13], predict the reactants needed to synthesize it. The reactants are: [N+:1]([C:4]1[CH:9]=[CH:8][CH:7]=[C:6]([N+:10]([O-])=O)[C:5]=1[OH:13])([O-:3])=[O:2]. (3) Given the product [CH3:1][O:2][C:3]1[CH:4]=[C:5]([CH:9]([C:21](=[O:22])[CH2:20][C:14]2[CH:19]=[CH:18][CH:17]=[CH:16][CH:15]=2)[C:10]#[N:11])[CH:6]=[CH:7][CH:8]=1, predict the reactants needed to synthesize it. The reactants are: [CH3:1][O:2][C:3]1[CH:4]=[C:5]([CH2:9][C:10]#[N:11])[CH:6]=[CH:7][CH:8]=1.[H-].[Na+].[C:14]1([CH2:20][C:21](OC)=[O:22])[CH:19]=[CH:18][CH:17]=[CH:16][CH:15]=1. (4) Given the product [C:72]([C:71]1[CH:74]=[CH:75][C:76]([CH3:77])=[C:69]([CH:70]=1)[O:68][CH:66]1[CH2:65][N:64]([C:25](=[O:27])[CH2:24][NH:23][C:21]([C:19]2[N:18]=[CH:17][N:16]([C:10]3[CH:11]=[CH:12][CH:13]=[CH:14][CH:15]=3)[CH:20]=2)=[O:22])[CH2:67]1)#[N:73], predict the reactants needed to synthesize it. The reactants are: CCN(C(C)C)C(C)C.[C:10]1([N:16]2[CH:20]=[C:19]([C:21]([NH:23][CH2:24][C:25]([OH:27])=O)=[O:22])[N:18]=[CH:17]2)[CH:15]=[CH:14][CH:13]=[CH:12][CH:11]=1.C1(N2C=C(C(O)=O)N=C2)C=CC=CC=1.C1C=CC2N(O)N=NC=2C=1.CCN=C=NCCCN(C)C.Cl.[NH:64]1[CH2:67][CH:66]([O:68][C:69]2[CH:70]=[C:71]([CH:74]=[CH:75][C:76]=2[CH3:77])[C:72]#[N:73])[CH2:65]1.Cl.FC(F)(F)C1C=C(C=CC=1)OC1CNC1.